Dataset: Full USPTO retrosynthesis dataset with 1.9M reactions from patents (1976-2016). Task: Predict the reactants needed to synthesize the given product. Given the product [Cl:1][C:2]1[CH:7]=[C:6]([N+:10]([O-:12])=[O:11])[C:5]([OH:8])=[C:4]([CH3:9])[CH:3]=1, predict the reactants needed to synthesize it. The reactants are: [Cl:1][C:2]1[CH:7]=[CH:6][C:5]([OH:8])=[C:4]([CH3:9])[CH:3]=1.[N+:10]([O-])([OH:12])=[O:11].O.